This data is from Full USPTO retrosynthesis dataset with 1.9M reactions from patents (1976-2016). The task is: Predict the reactants needed to synthesize the given product. (1) Given the product [NH2:19][C:18]1[CH:17]=[CH:16][C:5]([CH2:6][N:7]([CH3:15])[C:8](=[O:14])[O:9][C:10]([CH3:12])([CH3:13])[CH3:11])=[CH:4][C:3]=1[O:2][CH3:1], predict the reactants needed to synthesize it. The reactants are: [CH3:1][O:2][C:3]1[CH:4]=[C:5]([CH:16]=[CH:17][C:18]=1[N+:19]([O-])=O)[CH2:6][N:7]([CH3:15])[C:8](=[O:14])[O:9][C:10]([CH3:13])([CH3:12])[CH3:11]. (2) Given the product [Cl:33][C:34]1[CH:39]=[CH:38][C:37]([C:40]2[N:41]=[C:42]3[CH:47]=[CH:46][CH:45]=[CH:44][N:43]3[C:48]=2[CH2:49][C:50]2[CH:55]=[N:54][CH:53]=[C:52]([O:26][CH:27]3[CH2:31][CH2:30][NH:29][CH2:28]3)[N:51]=2)=[CH:36][CH:35]=1, predict the reactants needed to synthesize it. The reactants are: ClC1C=CC2N(C(CNC3N=C([O:26][C@@H:27]4[CH2:31][CH2:30][N:29](C)[CH2:28]4)C=CN=3)=C(C3C=CC(F)=CC=3)N=2)C=1.[Cl:33][C:34]1[CH:39]=[CH:38][C:37]([C:40]2[N:41]=[C:42]3[CH:47]=[CH:46][CH:45]=[CH:44][N:43]3[C:48]=2[CH2:49][C:50]2[CH:55]=[N:54][CH:53]=[C:52](Cl)[N:51]=2)=[CH:36][CH:35]=1.N1CCC(O)C1.